The task is: Regression. Given a peptide amino acid sequence and an MHC pseudo amino acid sequence, predict their binding affinity value. This is MHC class II binding data.. This data is from Peptide-MHC class II binding affinity with 134,281 pairs from IEDB. (1) The peptide sequence is YDKFLANVSTVLIGK. The MHC is DRB1_0802 with pseudo-sequence DRB1_0802. The binding affinity (normalized) is 0.824. (2) The peptide sequence is NRATWASHIHLVIHR. The MHC is DRB1_0801 with pseudo-sequence DRB1_0801. The binding affinity (normalized) is 0.597. (3) The peptide sequence is SEIEEFRDRARVPLT. The MHC is DRB1_0901 with pseudo-sequence DRB1_0901. The binding affinity (normalized) is 0.256. (4) The peptide sequence is HTQTAGPWHLGKLEL. The MHC is DRB1_0405 with pseudo-sequence DRB1_0405. The binding affinity (normalized) is 0.0908. (5) The peptide sequence is LDKYFKNHTSPDVDL. The MHC is DRB1_0101 with pseudo-sequence DRB1_0101. The binding affinity (normalized) is 0.797. (6) The peptide sequence is MDCIIFESASKARLP. The MHC is DRB3_0101 with pseudo-sequence DRB3_0101. The binding affinity (normalized) is 0.151.